Dataset: Catalyst prediction with 721,799 reactions and 888 catalyst types from USPTO. Task: Predict which catalyst facilitates the given reaction. (1) Reactant: C(=O)([O-])[O-].[Na+].[Na+].I[C:8]1[N:12]2[N:13]=[CH:14][CH:15]=[CH:16][C:11]2=[N:10][C:9]=1[C:17]([O:19][CH2:20][CH3:21])=[O:18].[Cl:22][C:23]1[CH:28]=[CH:27][C:26](B(O)O)=[CH:25][CH:24]=1. Product: [Cl:22][C:23]1[CH:28]=[CH:27][C:26]([C:8]2[N:12]3[N:13]=[CH:14][CH:15]=[CH:16][C:11]3=[N:10][C:9]=2[C:17]([O:19][CH2:20][CH3:21])=[O:18])=[CH:25][CH:24]=1. The catalyst class is: 12. (2) Reactant: [S:1]1[C:5]([C:6]2[C:14]3[C:9](=[CH:10][CH:11]=C(C#N)[CH:13]=3)[NH:8][N:7]=2)=[CH:4][C:3]2[CH:17]=[CH:18][CH:19]=[CH:20][C:2]1=2.[C:21]([OH:24])(=[O:23])[CH3:22].O.S(=O)(=O)(O)O. Product: [S:1]1[C:5]([C:6]2[C:14]3[C:9](=[CH:10][CH:11]=[C:22]([C:21]([OH:24])=[O:23])[CH:13]=3)[NH:8][N:7]=2)=[CH:4][C:3]2[CH:17]=[CH:18][CH:19]=[CH:20][C:2]1=2. The catalyst class is: 13.